From a dataset of Forward reaction prediction with 1.9M reactions from USPTO patents (1976-2016). Predict the product of the given reaction. (1) Given the reactants [C:1]([O:5][C:6](=[O:36])[NH:7][C@H:8]1[CH2:13][CH2:12][CH2:11][N:10]([C:14]2[CH:19]=[CH:18][C:17]([NH:20][C:21]3[C:30]4[C:25](=[CH:26][CH:27]=[C:28](Cl)[N:29]=4)[N:24]=[CH:23][C:22]=3[C:32](=[O:35])[CH2:33][CH3:34])=[CH:16][N:15]=2)[CH2:9]1)([CH3:4])([CH3:3])[CH3:2].[Cl:37][C:38]1[CH:43]=[C:42](B2OC(C)(C)C(C)(C)O2)[CH:41]=[C:40]([F:53])[C:39]=1[OH:54], predict the reaction product. The product is: [C:1]([O:5][C:6](=[O:36])[NH:7][C@H:8]1[CH2:13][CH2:12][CH2:11][N:10]([C:14]2[CH:19]=[CH:18][C:17]([NH:20][C:21]3[C:30]4[C:25](=[CH:26][CH:27]=[C:28]([C:42]5[CH:41]=[C:40]([F:53])[C:39]([OH:54])=[C:38]([Cl:37])[CH:43]=5)[N:29]=4)[N:24]=[CH:23][C:22]=3[C:32](=[O:35])[CH2:33][CH3:34])=[CH:16][N:15]=2)[CH2:9]1)([CH3:3])([CH3:2])[CH3:4]. (2) Given the reactants [N:1]1[C:2]([NH:10][C:11](=[O:17])[O:12][C:13]([CH3:16])([CH3:15])[CH3:14])=[N:3][N:4]2[CH:9]=[CH:8][N:7]=[CH:6][C:5]=12, predict the reaction product. The product is: [N:1]1[C:2]([NH:10][C:11](=[O:17])[O:12][C:13]([CH3:15])([CH3:14])[CH3:16])=[N:3][N:4]2[CH2:9][CH2:8][NH:7][CH2:6][C:5]=12. (3) Given the reactants [CH2:1]([O:8][C:9]([NH:11][CH:12]([N:16]1[C:20]2[CH:21]=[CH:22][CH:23]=[CH:24][C:19]=2N=N1)[C:13]([OH:15])=O)=[O:10])[C:2]1[CH:7]=[CH:6][CH:5]=[CH:4][CH:3]=1.[C:25](Cl)(=O)[C:26](Cl)=O.C[N:32]1[CH2:37][CH2:36]OCC1.N.[C:39]([O-])(=O)C.[NH4+].O1C[CH2:47][CH2:46][CH2:45]1, predict the reaction product. The product is: [CH2:1]([O:8][C:9]([NH:11][CH:12]1[N:16]=[C:20]([CH:21]2[CH2:22][CH2:23][CH2:24][CH2:19][CH2:39]2)[C:36]2[CH:45]=[CH:46][CH:47]=[C:25]([CH3:26])[C:37]=2[NH:32][C:13]1=[O:15])=[O:10])[C:2]1[CH:3]=[CH:4][CH:5]=[CH:6][CH:7]=1. (4) Given the reactants [N:1]1([CH2:7][CH2:8][O:9][C:10]2[CH:15]=[CH:14][C:13]([NH2:16])=[CH:12][CH:11]=2)[CH2:6][CH2:5][CH2:4][CH2:3][CH2:2]1.[Cl:17][C:18]1[CH:19]=[C:20]2[C:24](=[CH:25][CH:26]=1)[NH:23][C:22](=[O:27])[C:21]2=[CH:28]O, predict the reaction product. The product is: [Cl:17][C:18]1[CH:19]=[C:20]2[C:24](=[CH:25][CH:26]=1)[NH:23][C:22](=[O:27])[C:21]2=[CH:28][NH:16][C:13]1[CH:12]=[CH:11][C:10]([O:9][CH2:8][CH2:7][N:1]2[CH2:2][CH2:3][CH2:4][CH2:5][CH2:6]2)=[CH:15][CH:14]=1.